Predict the product of the given reaction. From a dataset of Forward reaction prediction with 1.9M reactions from USPTO patents (1976-2016). (1) Given the reactants [Cl:1][C:2]1[CH:3]=[C:4]([C:8]2[N:13]=[C:12]([C:14]([OH:16])=O)[CH:11]=[CH:10][C:9]=2[O:17][CH3:18])[CH:5]=[CH:6][CH:7]=1.[CH3:19][C:20]([CH3:27])([C:22]1[O:23][CH:24]=[CH:25][N:26]=1)[NH2:21], predict the reaction product. The product is: [CH3:19][C:20]([NH:21][C:14]([C:12]1[CH:11]=[CH:10][C:9]([O:17][CH3:18])=[C:8]([C:4]2[CH:5]=[CH:6][CH:7]=[C:2]([Cl:1])[CH:3]=2)[N:13]=1)=[O:16])([C:22]1[O:23][CH:24]=[CH:25][N:26]=1)[CH3:27]. (2) Given the reactants [CH3:1][C:2]([C:8]1[CH:13]=[CH:12][CH:11]=[CH:10][CH:9]=1)([CH3:7])[CH2:3][C:4](Cl)=[O:5].[Cl:14][C:15]1[CH:20]=[CH:19][C:18]([C:21]2[C:22]([NH2:30])=[N:23][N:24]3[CH:29]=[CH:28][CH:27]=[N:26][C:25]=23)=[CH:17][CH:16]=1, predict the reaction product. The product is: [Cl:14][C:15]1[CH:20]=[CH:19][C:18]([C:21]2[C:22]([NH:30][C:4](=[O:5])[CH2:3][C:2]([CH3:7])([C:8]3[CH:13]=[CH:12][CH:11]=[CH:10][CH:9]=3)[CH3:1])=[N:23][N:24]3[CH:29]=[CH:28][CH:27]=[N:26][C:25]=23)=[CH:17][CH:16]=1. (3) Given the reactants [F:1][C:2]([C:5]1[CH:9]=[C:8]([NH2:10])[O:7][N:6]=1)([CH3:4])[CH3:3].C(=O)([O-])[O-].[K+].[K+].Cl[C:18]([O:20][C:21]1[CH:26]=[CH:25][C:24]([Cl:27])=[CH:23][CH:22]=1)=[O:19], predict the reaction product. The product is: [F:1][C:2]([C:5]1[CH:9]=[C:8]([NH:10][C:18](=[O:19])[O:20][C:21]2[CH:26]=[CH:25][C:24]([Cl:27])=[CH:23][CH:22]=2)[O:7][N:6]=1)([CH3:4])[CH3:3]. (4) Given the reactants [Si:1]([O:8][C:9]1[CH:30]=[CH:29][C:12]([CH2:13][CH:14]([C:24]([O:26]CC)=[O:25])[C:15]([CH2:22][CH3:23])([OH:21])[C:16]([O:18]CC)=[O:17])=[CH:11][CH:10]=1)([C:4]([CH3:7])([CH3:6])[CH3:5])([CH3:3])[CH3:2].[OH-].[Li+].Cl, predict the reaction product. The product is: [Si:1]([O:8][C:9]1[CH:30]=[CH:29][C:12]([CH2:13][CH:14]([C:24]([OH:26])=[O:25])[C:15]([CH2:22][CH3:23])([OH:21])[C:16]([OH:18])=[O:17])=[CH:11][CH:10]=1)([C:4]([CH3:7])([CH3:5])[CH3:6])([CH3:3])[CH3:2]. (5) Given the reactants [CH3:1][O:2][C:3]1[CH:8]=[C:7]([CH:9]=O)[CH:6]=[CH:5][C:4]=1[OH:11].[CH2:12](Br)[CH2:13][CH2:14][CH2:15][CH3:16].C(=O)([O-])[O-].[K+].[K+].C[C:25](P(OC)(O)=O)([C:27]([O-:29])=[O:28])C.[OH-].[Na+].Cl, predict the reaction product. The product is: [CH3:1][O:2][C:3]1[CH:8]=[C:7](/[CH:9]=[CH:25]/[C:27]([OH:29])=[O:28])[CH:6]=[CH:5][C:4]=1[O:11][CH2:12][CH2:13][CH2:14][CH2:15][CH3:16].